Dataset: NCI-60 drug combinations with 297,098 pairs across 59 cell lines. Task: Regression. Given two drug SMILES strings and cell line genomic features, predict the synergy score measuring deviation from expected non-interaction effect. Drug 1: C1CCC(CC1)NC(=O)N(CCCl)N=O. Drug 2: CC=C1C(=O)NC(C(=O)OC2CC(=O)NC(C(=O)NC(CSSCCC=C2)C(=O)N1)C(C)C)C(C)C. Cell line: MDA-MB-435. Synergy scores: CSS=39.8, Synergy_ZIP=6.79, Synergy_Bliss=7.03, Synergy_Loewe=-24.7, Synergy_HSA=4.68.